From a dataset of Peptide-MHC class I binding affinity with 185,985 pairs from IEDB/IMGT. Regression. Given a peptide amino acid sequence and an MHC pseudo amino acid sequence, predict their binding affinity value. This is MHC class I binding data. (1) The peptide sequence is LFMHFRGG. The MHC is Mamu-B03 with pseudo-sequence Mamu-B03. The binding affinity (normalized) is 0. (2) The peptide sequence is VGDRNPYENIL. The MHC is H-2-Db with pseudo-sequence H-2-Db. The binding affinity (normalized) is 0. (3) The peptide sequence is TLYAVATTIL. The MHC is HLA-A02:03 with pseudo-sequence HLA-A02:03. The binding affinity (normalized) is 0.573.